From a dataset of Forward reaction prediction with 1.9M reactions from USPTO patents (1976-2016). Predict the product of the given reaction. (1) Given the reactants [H-].[H-].[H-].[H-].[Li+].[Al+3].[CH3:7][CH:8]1[CH2:19][C:18]2[C:10](=[CH:11][C:12]3[CH2:13][CH2:14][CH2:15][C:16]=3[CH:17]=2)[C:9]1=O.Cl, predict the reaction product. The product is: [CH3:7][C:8]1[CH2:19][C:18]2[CH:17]=[C:16]3[C:12](=[CH:11][C:10]=2[CH:9]=1)[CH2:13][CH2:14][CH2:15]3. (2) Given the reactants Br[C:2]1[CH:7]=[CH:6][CH:5]=[CH:4][N:3]=1.[Li]CCCC.CO[C:15](=[O:29])[CH2:16][CH2:17][CH2:18][N:19]1[CH2:24][CH2:23][CH:22]([CH2:25][CH2:26][CH2:27][CH3:28])[CH2:21][CH2:20]1.C(Cl)Cl.CO, predict the reaction product. The product is: [CH2:25]([CH:22]1[CH2:21][CH2:20][N:19]([CH2:18][CH2:17][CH2:16][C:15]([C:2]2[CH:7]=[CH:6][CH:5]=[CH:4][N:3]=2)=[O:29])[CH2:24][CH2:23]1)[CH2:26][CH2:27][CH3:28]. (3) Given the reactants Cl[C:2]1[N:7]=[C:6]([NH:8][C:9]2[CH:14]=[CH:13][CH:12]=[CH:11][C:10]=2[N:15]2[CH:19]=[CH:18][CH:17]=[N:16]2)[C:5]([Cl:20])=[CH:4][N:3]=1.[CH3:21][C:22]1([CH3:34])[CH2:28][CH2:27][CH2:26][O:25][C:24]2[C:29]([NH2:33])=[CH:30][CH:31]=[CH:32][C:23]1=2, predict the reaction product. The product is: [Cl:20][C:5]1[C:6]([NH:8][C:9]2[CH:14]=[CH:13][CH:12]=[CH:11][C:10]=2[N:15]2[CH:19]=[CH:18][CH:17]=[N:16]2)=[N:7][C:2]([NH:33][C:29]2[C:24]3[O:25][CH2:26][CH2:27][CH2:28][C:22]([CH3:34])([CH3:21])[C:23]=3[CH:32]=[CH:31][CH:30]=2)=[N:3][CH:4]=1.